From a dataset of Reaction yield outcomes from USPTO patents with 853,638 reactions. Predict the reaction yield, written as a fraction of the theoretical maximum amount of product (1.0 means a 100% yield; for example, 0.34 means a 34% yield). (1) The reactants are [CH3:1][S:2]([C:5]1[CH:6]=[C:7]([C:11]2[CH:16]=[CH:15][C:14]([N:17]3[CH:21]=[C:20]([C:22]([OH:25])([CH3:24])[CH3:23])[N:19]=[C:18]3[C:26]3[CH:31]=[CH:30][CH:29]=[CH:28][C:27]=3[C:32]([F:35])([F:34])[F:33])=[CH:13][CH:12]=2)[CH:8]=[CH:9][CH:10]=1)(=[O:4])=[O:3].[Br:36]N1C(=O)CCC1=O. The catalyst is CC#N.CCOC(C)=O. The product is [Br:36][C:21]1[N:17]([C:14]2[CH:15]=[CH:16][C:11]([C:7]3[CH:8]=[CH:9][CH:10]=[C:5]([S:2]([CH3:1])(=[O:4])=[O:3])[CH:6]=3)=[CH:12][CH:13]=2)[C:18]([C:26]2[CH:31]=[CH:30][CH:29]=[CH:28][C:27]=2[C:32]([F:35])([F:34])[F:33])=[N:19][C:20]=1[C:22]([OH:25])([CH3:24])[CH3:23]. The yield is 0.860. (2) The reactants are [Br:1][C:2]1[CH:3]=[C:4]2[C:11]3([C:15](=[O:16])[NH:14][C:13](=O)[NH:12]3)[CH2:10][CH:9]([C:18]3[CH:23]=[CH:22][CH:21]=[CH:20][C:19]=3[F:24])[O:8][C:5]2=[CH:6][CH:7]=1.COC1C=CC(P2(SP(C3C=CC(OC)=CC=3)(=S)S2)=[S:34])=CC=1. The product is [Br:1][C:2]1[CH:3]=[C:4]2[C:11]3([C:15](=[O:16])[NH:14][C:13](=[S:34])[NH:12]3)[CH2:10][CH:9]([C:18]3[CH:23]=[CH:22][CH:21]=[CH:20][C:19]=3[F:24])[O:8][C:5]2=[CH:6][CH:7]=1. The catalyst is O1CCOCC1. The yield is 0.670. (3) The reactants are [NH:1]1[C:4](=[O:5])[C@@H:3]2[CH2:6][C:7]3[C:12]([C@H:2]12)=[CH:11][CH:10]=[CH:9][CH:8]=3.[C:13]([O:17][C:18](O[C:18]([O:17][C:13]([CH3:16])([CH3:15])[CH3:14])=[O:19])=[O:19])([CH3:16])([CH3:15])[CH3:14].C(Cl)Cl. The catalyst is C(#N)C. The product is [O:5]=[C:4]1[N:1]([C:18]([O:17][C:13]([CH3:16])([CH3:15])[CH3:14])=[O:19])[C@H:2]2[C:12]3[C:7]([CH2:6][C@@H:3]12)=[CH:8][CH:9]=[CH:10][CH:11]=3. The yield is 0.900. (4) The reactants are [C:1]([OH:5])(=[O:4])[CH:2]=O.[ClH:6].Cl.[NH:8]([C:10]1[CH:11]=[N:12][CH:13]=[CH:14][CH:15]=1)[NH2:9]. The catalyst is Cl. The product is [ClH:6].[N:12]1[CH:13]=[CH:14][CH:15]=[C:10]([NH:8]/[N:9]=[CH:2]/[C:1]([OH:5])=[O:4])[CH:11]=1. The yield is 0.980. (5) The reactants are Br[C:2]1[CH:7]=[CH:6][C:5]([C:8]2[NH:12][C:11]([C@@H:13]3[CH2:17][CH2:16][CH2:15][N:14]3[C:18]([O:20][C:21]([CH3:24])([CH3:23])[CH3:22])=[O:19])=[N:10][CH:9]=2)=[CH:4][CH:3]=1.[O:25]=[S:26]1(=[O:57])[CH2:31][CH2:30][N:29]([CH2:32][C:33]2[CH:38]=[CH:37][C:36]([NH:39][C:40](=[O:56])[C:41]3[CH:46]=[CH:45][C:44](B4OC(C)(C)C(C)(C)O4)=[CH:43][CH:42]=3)=[CH:35][CH:34]=2)[CH2:28][CH2:27]1.C([O-])([O-])=O.[Cs+].[Cs+].B([O-])[O-]. The catalyst is COCCOC.O.C1C=CC([P]([Pd]([P](C2C=CC=CC=2)(C2C=CC=CC=2)C2C=CC=CC=2)([P](C2C=CC=CC=2)(C2C=CC=CC=2)C2C=CC=CC=2)[P](C2C=CC=CC=2)(C2C=CC=CC=2)C2C=CC=CC=2)(C2C=CC=CC=2)C2C=CC=CC=2)=CC=1. The product is [O:57]=[S:26]1(=[O:25])[CH2:31][CH2:30][N:29]([CH2:32][C:33]2[CH:34]=[CH:35][C:36]([NH:39][C:40]([C:41]3[CH:42]=[CH:43][C:44]([C:2]4[CH:7]=[CH:6][C:5]([C:8]5[N:12]=[C:11]([C@@H:13]6[CH2:17][CH2:16][CH2:15][N:14]6[C:18]([O:20][C:21]([CH3:24])([CH3:23])[CH3:22])=[O:19])[NH:10][CH:9]=5)=[CH:4][CH:3]=4)=[CH:45][CH:46]=3)=[O:56])=[CH:37][CH:38]=2)[CH2:28][CH2:27]1. The yield is 0.730. (6) The reactants are [OH:1][C:2]1[N:7]=[CH:6][C:5]([N:8]2[C:12]([CH3:14])([CH3:13])[C:11](=[O:15])[N:10]([C:16]3[CH:23]=[CH:22][C:19]([C:20]#[N:21])=[C:18]([C:24]([F:27])([F:26])[F:25])[CH:17]=3)[C:9]2=[S:28])=[CH:4][CH:3]=1.[Si:29]([O:36][CH2:37][CH2:38]O)([C:32]([CH3:35])([CH3:34])[CH3:33])([CH3:31])[CH3:30].C1(P(C2C=CC=CC=2)C2C=CC=CC=2)C=CC=CC=1.N(C(OC(C)C)=O)=NC(OC(C)C)=O. The catalyst is ClCCl. The product is [Si:29]([O:36][CH2:37][CH2:38][O:1][C:2]1[N:7]=[CH:6][C:5]([N:8]2[C:12]([CH3:14])([CH3:13])[C:11](=[O:15])[N:10]([C:16]3[CH:23]=[CH:22][C:19]([C:20]#[N:21])=[C:18]([C:24]([F:25])([F:27])[F:26])[CH:17]=3)[C:9]2=[S:28])=[CH:4][CH:3]=1)([C:32]([CH3:35])([CH3:34])[CH3:33])([CH3:31])[CH3:30]. The yield is 0.184. (7) The reactants are [Br:1][CH:2]([C:4]1[N:5]=[C:6]2[S:13][CH:12]=[C:11]([CH3:14])[N:7]2[C:8](=[O:10])[CH:9]=1)[CH3:3].C(#N)C.[Br:18]N1C(=O)CCC1=O.S([O-])([O-])=O.[Na+].[Na+]. The catalyst is O. The product is [Br:18][C:9]1[C:8](=[O:10])[N:7]2[C:11]([CH3:14])=[CH:12][S:13][C:6]2=[N:5][C:4]=1[CH:2]([Br:1])[CH3:3]. The yield is 0.910.